From a dataset of Reaction yield outcomes from USPTO patents with 853,638 reactions. Predict the reaction yield, written as a fraction of the theoretical maximum amount of product (1.0 means a 100% yield; for example, 0.34 means a 34% yield). (1) The reactants are C(OC([NH:8][C:9]1([C:23]2[CH:28]=[CH:27][CH:26]=[CH:25][CH:24]=2)[CH2:14][CH2:13][N:12]([C:15]2[CH:20]=[CH:19][C:18]([C:21]#[N:22])=[CH:17][N:16]=2)[CH2:11][CH2:10]1)=O)(C)(C)C.ClC1C=CC(C#N)=CN=1.Cl. The catalyst is O1CCOCC1. The product is [NH2:8][C:9]1([C:23]2[CH:28]=[CH:27][CH:26]=[CH:25][CH:24]=2)[CH2:14][CH2:13][N:12]([C:15]2[CH:20]=[CH:19][C:18]([C:21]#[N:22])=[CH:17][N:16]=2)[CH2:11][CH2:10]1. The yield is 0.580. (2) The reactants are CSC[CH2:4][C:5]1[C:14]2[C:9](=[CH:10][CH:11]=[CH:12][CH:13]=2)[CH:8]=[C:7]([C:15]([OH:17])=[O:16])[N:6]=1.Cl.COC(=O)[C@H](CC1C=CC=CC=1)N. No catalyst specified. The product is [CH3:4][C:5]1[C:14]2[C:9](=[CH:10][CH:11]=[CH:12][CH:13]=2)[CH:8]=[C:7]([C:15]([OH:17])=[O:16])[N:6]=1. The yield is 0.110. (3) The reactants are Cl[Si:2]([Cl:5])([CH3:4])[CH3:3].[F:6][C:7]1[CH:15]=[CH:14][C:10](C[Mg]Cl)=[CH:9][CH:8]=1.CCCCCC. The catalyst is C1COCC1. The product is [Cl:5][Si:2]([CH3:3])([CH3:4])[C:10]1[CH:14]=[CH:15][C:7]([F:6])=[CH:8][CH:9]=1. The yield is 0.800. (4) The reactants are [C:1]1([C@@H:7]([N:9]2[CH2:15][C@H:14]3[CH2:16][C@:10]2([CH:17]=O)[CH2:11][CH2:12][CH2:13]3)[CH3:8])[CH:6]=[CH:5][CH:4]=[CH:3][CH:2]=1.[NH2:19][C:20]1[C:28]([NH2:29])=[CH:27][CH:26]=[CH:25][C:21]=1[C:22](N)=[O:23].CC(N(C)C)=[O:32]. No catalyst specified. The product is [C:1]1([C@@H:7]([N:9]2[CH2:15][C@H:14]3[CH2:16][C@:10]2([C:17]2[NH:29][C:28]4[CH:27]=[CH:26][CH:25]=[C:21]([C:22]([OH:32])=[O:23])[C:20]=4[N:19]=2)[CH2:11][CH2:12][CH2:13]3)[CH3:8])[CH:2]=[CH:3][CH:4]=[CH:5][CH:6]=1. The yield is 0.300. (5) The reactants are [H-].[Na+].[Cl:3][C:4]1[C:15]([Cl:16])=[CH:14][C:7]2[O:8][CH2:9][CH2:10][CH2:11][C:12](=[O:13])[C:6]=2[CH:5]=1.Cl.[CH3:18][O:19][C:20](=O)[O:21]C. No catalyst specified. The product is [CH3:18][O:19][C:20]([CH:11]1[CH2:10][CH2:9][O:8][C:7]2[CH:14]=[C:15]([Cl:16])[C:4]([Cl:3])=[CH:5][C:6]=2[C:12]1=[O:13])=[O:21]. The yield is 0.400. (6) The reactants are [C:1]1([Mg]Br)[CH:6]=[CH:5][CH:4]=[CH:3][CH:2]=1.[NH:9]1[C:19]2[C:14](=[CH:15][CH:16]=[CH:17][CH:18]=2)[C:12](=[O:13])[C:10]1=[O:11]. The catalyst is C1COCC1. The product is [OH:13][C:12]1([C:14]2[CH:19]=[CH:18][CH:17]=[CH:16][CH:15]=2)[C:6]2[C:1](=[CH:2][CH:3]=[CH:4][CH:5]=2)[NH:9][C:10]1=[O:11]. The yield is 0.770.